From a dataset of Peptide-MHC class I binding affinity with 185,985 pairs from IEDB/IMGT. Regression. Given a peptide amino acid sequence and an MHC pseudo amino acid sequence, predict their binding affinity value. This is MHC class I binding data. The peptide sequence is ETTNWLWTF. The MHC is HLA-A26:01 with pseudo-sequence HLA-A26:01. The binding affinity (normalized) is 0.853.